From a dataset of Catalyst prediction with 721,799 reactions and 888 catalyst types from USPTO. Predict which catalyst facilitates the given reaction. Reactant: [I:1][C:2]1[N:10]=[CH:9][N:8]=[C:7]2[C:3]=1[N:4]=[CH:5][NH:6]2.[H-].[Na+].[CH3:13][Si:14]([CH2:17][CH2:18][O:19][CH2:20]Cl)([CH3:16])[CH3:15]. Product: [I:1][C:2]1[N:10]=[CH:9][N:8]=[C:7]2[C:3]=1[N:4]=[CH:5][N:6]2[CH2:20][O:19][CH2:18][CH2:17][Si:14]([CH3:16])([CH3:15])[CH3:13]. The catalyst class is: 3.